This data is from Peptide-MHC class I binding affinity with 185,985 pairs from IEDB/IMGT. The task is: Regression. Given a peptide amino acid sequence and an MHC pseudo amino acid sequence, predict their binding affinity value. This is MHC class I binding data. (1) The peptide sequence is YYTCVLEYI. The MHC is H-2-Dd with pseudo-sequence H-2-Dd. The binding affinity (normalized) is 0.200. (2) The peptide sequence is VITETIPIGM. The MHC is HLA-A02:02 with pseudo-sequence HLA-A02:02. The binding affinity (normalized) is 0.347. (3) The peptide sequence is HTKFWISDNT. The MHC is HLA-A02:02 with pseudo-sequence HLA-A02:02. The binding affinity (normalized) is 0.0779. (4) The peptide sequence is YAYEPGSVM. The MHC is HLA-C07:02 with pseudo-sequence HLA-C07:02. The binding affinity (normalized) is 0.502. (5) The peptide sequence is ETKLGKAGY. The binding affinity (normalized) is 0. The MHC is HLA-B53:01 with pseudo-sequence HLA-B53:01. (6) The peptide sequence is SQEVRKYFCV. The MHC is HLA-A02:01 with pseudo-sequence HLA-A02:01. The binding affinity (normalized) is 0.345. (7) The peptide sequence is SIVCIVAAVI. The MHC is HLA-A02:01 with pseudo-sequence HLA-A02:01. The binding affinity (normalized) is 0.269.